From a dataset of NCI-60 drug combinations with 297,098 pairs across 59 cell lines. Regression. Given two drug SMILES strings and cell line genomic features, predict the synergy score measuring deviation from expected non-interaction effect. (1) Drug 1: CNC(=O)C1=CC=CC=C1SC2=CC3=C(C=C2)C(=NN3)C=CC4=CC=CC=N4. Drug 2: CCC(=C(C1=CC=CC=C1)C2=CC=C(C=C2)OCCN(C)C)C3=CC=CC=C3.C(C(=O)O)C(CC(=O)O)(C(=O)O)O. Cell line: A549. Synergy scores: CSS=10.5, Synergy_ZIP=-2.40, Synergy_Bliss=1.64, Synergy_Loewe=2.07, Synergy_HSA=1.91. (2) Drug 1: CC1=C2C(C(=O)C3(C(CC4C(C3C(C(C2(C)C)(CC1OC(=O)C(C(C5=CC=CC=C5)NC(=O)OC(C)(C)C)O)O)OC(=O)C6=CC=CC=C6)(CO4)OC(=O)C)OC)C)OC. Drug 2: C1CCN(CC1)CCOC2=CC=C(C=C2)C(=O)C3=C(SC4=C3C=CC(=C4)O)C5=CC=C(C=C5)O. Cell line: SF-539. Synergy scores: CSS=52.8, Synergy_ZIP=0.677, Synergy_Bliss=0.161, Synergy_Loewe=-37.5, Synergy_HSA=0.779. (3) Drug 1: C1=CN(C=N1)CC(O)(P(=O)(O)O)P(=O)(O)O. Drug 2: CC(C)CN1C=NC2=C1C3=CC=CC=C3N=C2N. Cell line: PC-3. Synergy scores: CSS=7.65, Synergy_ZIP=-0.996, Synergy_Bliss=-1.39, Synergy_Loewe=2.47, Synergy_HSA=0.319. (4) Drug 1: CN(C)N=NC1=C(NC=N1)C(=O)N. Drug 2: CCC1(CC2CC(C3=C(CCN(C2)C1)C4=CC=CC=C4N3)(C5=C(C=C6C(=C5)C78CCN9C7C(C=CC9)(C(C(C8N6C)(C(=O)OC)O)OC(=O)C)CC)OC)C(=O)OC)O.OS(=O)(=O)O. Cell line: MDA-MB-435. Synergy scores: CSS=7.02, Synergy_ZIP=-4.19, Synergy_Bliss=-13.8, Synergy_Loewe=-72.0, Synergy_HSA=-16.5.